Regression. Given two drug SMILES strings and cell line genomic features, predict the synergy score measuring deviation from expected non-interaction effect. From a dataset of NCI-60 drug combinations with 297,098 pairs across 59 cell lines. Drug 1: C1CN1C2=NC(=NC(=N2)N3CC3)N4CC4. Drug 2: COC1=CC(=CC(=C1O)OC)C2C3C(COC3=O)C(C4=CC5=C(C=C24)OCO5)OC6C(C(C7C(O6)COC(O7)C8=CC=CS8)O)O. Cell line: OVCAR-5. Synergy scores: CSS=46.6, Synergy_ZIP=-1.65, Synergy_Bliss=2.71, Synergy_Loewe=4.06, Synergy_HSA=6.69.